This data is from Full USPTO retrosynthesis dataset with 1.9M reactions from patents (1976-2016). The task is: Predict the reactants needed to synthesize the given product. (1) Given the product [N:25]1[CH:30]=[CH:29][CH:28]=[CH:27][C:26]=1[NH:31][C:32]([N:13]1[C@@H:14]2[CH2:19][N:18]([CH2:17][CH2:16][CH2:15]2)[C:11]2[CH:10]=[CH:9][C:8]([N:4]3[CH2:5][CH2:6][CH2:7][C@@H:3]3[C:2]([F:1])([F:21])[F:22])=[N:20][C:12]1=2)=[O:42], predict the reactants needed to synthesize it. The reactants are: [F:1][C:2]([F:22])([F:21])[C@H:3]1[CH2:7][CH2:6][CH2:5][N:4]1[C:8]1[CH:9]=[CH:10][C:11]2[N:18]3[CH2:19][C@H:14]([CH2:15][CH2:16][CH2:17]3)[NH:13][C:12]=2[N:20]=1.[H-].[Na+].[N:25]1[CH:30]=[CH:29][CH:28]=[CH:27][C:26]=1[N:31]1C(=O)N2C=CC=CC2=N[C:32]1=[O:42].CO. (2) The reactants are: [Cl:1][C:2]1[CH:10]=[CH:9][C:5]([C:6](O)=[O:7])=[C:4]([CH3:11])[N:3]=1.[NH2:12][NH2:13]. Given the product [Cl:1][C:2]1[CH:10]=[CH:9][C:5]([C:6]([NH:12][NH2:13])=[O:7])=[C:4]([CH3:11])[N:3]=1, predict the reactants needed to synthesize it. (3) Given the product [CH2:1]([N:3]1[C:7]2=[N:8][C:9]([CH2:32][CH3:33])=[C:10]([CH2:19][NH:20][C:21]([C:23]3[CH:24]=[CH:25][CH:26]=[C:27]([C:29]([NH:34][CH2:35][C:36]4[CH:41]=[C:40]([C:42]5[CH:47]=[CH:46][CH:45]=[C:44]([CH2:95][N:79]6[CH2:89][CH2:88][NH:72][C@@H:73]([CH3:78])[CH2:74]6)[CH:43]=5)[C:39]([F:63])=[CH:38][CH:37]=4)=[O:30])[N:28]=3)=[O:22])[C:11]([NH:12][CH:13]3[CH2:14][CH2:15][O:16][CH2:17][CH2:18]3)=[C:6]2[CH:5]=[N:4]1)[CH3:2], predict the reactants needed to synthesize it. The reactants are: [CH2:1]([N:3]1[C:7]2=[N:8][C:9]([CH2:32][CH3:33])=[C:10]([CH2:19][NH:20][C:21]([C:23]3[N:28]=[C:27]([C:29](O)=[O:30])[CH:26]=[CH:25][CH:24]=3)=[O:22])[C:11]([NH:12][CH:13]3[CH2:18][CH2:17][O:16][CH2:15][CH2:14]3)=[C:6]2[CH:5]=[N:4]1)[CH3:2].[NH2:34][CH2:35][C:36]1[CH:37]=[CH:38][C:39]([F:63])=[C:40]([C:42]2[CH:47]=[CH:46][CH:45]=[C:44](CN3CCN(C(OC(C)(C)C)=O)[C@@H](C)C3)[CH:43]=2)[CH:41]=1.CN(C(O[N:72]1N=[N:79][C:74]2C=CC=[CH:78][C:73]1=2)=[N+](C)C)C.F[P-](F)(F)(F)(F)F.[CH3:88][CH2:89]N(CC)CC.[CH2:95](Cl)Cl.